Dataset: CYP2D6 inhibition data for predicting drug metabolism from PubChem BioAssay. Task: Regression/Classification. Given a drug SMILES string, predict its absorption, distribution, metabolism, or excretion properties. Task type varies by dataset: regression for continuous measurements (e.g., permeability, clearance, half-life) or binary classification for categorical outcomes (e.g., BBB penetration, CYP inhibition). Dataset: cyp2d6_veith. (1) The molecule is COc1ccc(-c2nc3cnc(OC)nc3n(Cc3ccc(F)cc3)c2=O)cc1. The result is 0 (non-inhibitor). (2) The result is 0 (non-inhibitor). The drug is CC1(C)[C@@H](OC(=O)CCC(=O)[O-])CC[C@]2(C)[C@@H]3C(=O)C=C4[C@H]5C[C@](C)(C(=O)[O-])CC[C@]5(C)CC[C@]4(C)[C@@]3(C)CC[C@@H]12.[Na+].[Na+]. (3) The compound is O=C(O)C[n+]1ccccc1.c1ccncc1. The result is 0 (non-inhibitor). (4) The molecule is CCc1c(C)nc2c(C#N)c(C)[nH]n2c1=O. The result is 0 (non-inhibitor). (5) The drug is Cc1ccc(S(=O)(=O)CCc2nnc(N)s2)cc1. The result is 0 (non-inhibitor).